The task is: Predict the product of the given reaction.. This data is from Forward reaction prediction with 1.9M reactions from USPTO patents (1976-2016). (1) Given the reactants C([Li])CCC.Br[C:7]1[C:16]2[C:11](=[CH:12][CH:13]=[CH:14][CH:15]=2)[CH:10]=[CH:9][C:8]=1[O:17][Si:18]([CH:25]([CH3:27])[CH3:26])([CH:22]([CH3:24])[CH3:23])[CH:19]([CH3:21])[CH3:20].[CH2:28]1[O:30][CH2:29]1.B(F)(F)F.CCOCC, predict the reaction product. The product is: [CH:19]([Si:18]([CH:25]([CH3:27])[CH3:26])([CH:22]([CH3:24])[CH3:23])[O:17][C:8]1[CH:9]=[CH:10][C:11]2[C:16](=[CH:15][CH:14]=[CH:13][CH:12]=2)[C:7]=1[CH2:28][CH2:29][OH:30])([CH3:21])[CH3:20]. (2) The product is: [Cl:7][C:8]1[CH:13]=[C:12]([Cl:14])[CH:11]=[CH:10][C:9]=1[C:15]1[C:23]2[C:19](=[C:20]([C:25]([C:27]3[N:31]([CH2:3][CH2:4][OH:5])[CH:30]=[CH:29][N:28]=3)=[O:26])[N:21]([CH3:24])[N:22]=2)[CH:18]=[CH:17][CH:16]=1. Given the reactants C1(=O)[O:5][CH2:4][CH2:3]O1.[Cl:7][C:8]1[CH:13]=[C:12]([Cl:14])[CH:11]=[CH:10][C:9]=1[C:15]1[C:23]2[C:19](=[C:20]([C:25]([C:27]3[NH:28][CH:29]=[CH:30][N:31]=3)=[O:26])[N:21]([CH3:24])[N:22]=2)[CH:18]=[CH:17][CH:16]=1, predict the reaction product.